Dataset: NCI-60 drug combinations with 297,098 pairs across 59 cell lines. Task: Regression. Given two drug SMILES strings and cell line genomic features, predict the synergy score measuring deviation from expected non-interaction effect. (1) Drug 1: COC1=NC(=NC2=C1N=CN2C3C(C(C(O3)CO)O)O)N. Drug 2: COCCOC1=C(C=C2C(=C1)C(=NC=N2)NC3=CC=CC(=C3)C#C)OCCOC.Cl. Cell line: RPMI-8226. Synergy scores: CSS=5.63, Synergy_ZIP=-0.256, Synergy_Bliss=0.483, Synergy_Loewe=0.612, Synergy_HSA=-1.15. (2) Drug 1: CCN(CC)CCNC(=O)C1=C(NC(=C1C)C=C2C3=C(C=CC(=C3)F)NC2=O)C. Drug 2: C1CC(=O)NC(=O)C1N2C(=O)C3=CC=CC=C3C2=O. Cell line: SNB-19. Synergy scores: CSS=-4.24, Synergy_ZIP=1.57, Synergy_Bliss=-3.84, Synergy_Loewe=-2.37, Synergy_HSA=-7.66. (3) Drug 1: CCC1(CC2CC(C3=C(CCN(C2)C1)C4=CC=CC=C4N3)(C5=C(C=C6C(=C5)C78CCN9C7C(C=CC9)(C(C(C8N6C)(C(=O)OC)O)OC(=O)C)CC)OC)C(=O)OC)O.OS(=O)(=O)O. Drug 2: CCCCC(=O)OCC(=O)C1(CC(C2=C(C1)C(=C3C(=C2O)C(=O)C4=C(C3=O)C=CC=C4OC)O)OC5CC(C(C(O5)C)O)NC(=O)C(F)(F)F)O. Cell line: OVCAR3. Synergy scores: CSS=31.0, Synergy_ZIP=0.896, Synergy_Bliss=-2.32, Synergy_Loewe=-0.920, Synergy_HSA=-3.11. (4) Drug 1: CC1(CCCN1)C2=NC3=C(C=CC=C3N2)C(=O)N. Drug 2: CCC1=C2CN3C(=CC4=C(C3=O)COC(=O)C4(CC)O)C2=NC5=C1C=C(C=C5)O. Cell line: NCIH23. Synergy scores: CSS=39.8, Synergy_ZIP=3.47, Synergy_Bliss=7.81, Synergy_Loewe=-27.7, Synergy_HSA=8.82. (5) Drug 1: CC1=C(C=C(C=C1)NC2=NC=CC(=N2)N(C)C3=CC4=NN(C(=C4C=C3)C)C)S(=O)(=O)N.Cl. Drug 2: CC=C1C(=O)NC(C(=O)OC2CC(=O)NC(C(=O)NC(CSSCCC=C2)C(=O)N1)C(C)C)C(C)C. Cell line: CCRF-CEM. Synergy scores: CSS=36.8, Synergy_ZIP=-0.989, Synergy_Bliss=-2.84, Synergy_Loewe=-43.7, Synergy_HSA=-2.42. (6) Drug 1: CC=C1C(=O)NC(C(=O)OC2CC(=O)NC(C(=O)NC(CSSCCC=C2)C(=O)N1)C(C)C)C(C)C. Drug 2: C1C(C(OC1N2C=NC(=NC2=O)N)CO)O. Cell line: RXF 393. Synergy scores: CSS=59.2, Synergy_ZIP=1.90, Synergy_Bliss=4.00, Synergy_Loewe=0.300, Synergy_HSA=0.915. (7) Drug 1: C1CCC(C1)C(CC#N)N2C=C(C=N2)C3=C4C=CNC4=NC=N3. Drug 2: CC1=C(C(=CC=C1)Cl)NC(=O)C2=CN=C(S2)NC3=CC(=NC(=N3)C)N4CCN(CC4)CCO. Cell line: SNB-75. Synergy scores: CSS=11.3, Synergy_ZIP=-2.89, Synergy_Bliss=0.571, Synergy_Loewe=-44.1, Synergy_HSA=-2.77. (8) Drug 1: CC1=C(C(=CC=C1)Cl)NC(=O)C2=CN=C(S2)NC3=CC(=NC(=N3)C)N4CCN(CC4)CCO. Drug 2: C1CNP(=O)(OC1)N(CCCl)CCCl. Cell line: HOP-92. Synergy scores: CSS=8.60, Synergy_ZIP=0.855, Synergy_Bliss=-1.15, Synergy_Loewe=-6.53, Synergy_HSA=-0.668. (9) Drug 1: C1=NC(=NC(=O)N1C2C(C(C(O2)CO)O)O)N. Drug 2: C1=CC=C(C=C1)NC(=O)CCCCCCC(=O)NO. Cell line: EKVX. Synergy scores: CSS=5.25, Synergy_ZIP=-3.01, Synergy_Bliss=0.317, Synergy_Loewe=0.00402, Synergy_HSA=1.14. (10) Drug 1: C1CC(=O)NC(=O)C1N2CC3=C(C2=O)C=CC=C3N. Drug 2: CS(=O)(=O)CCNCC1=CC=C(O1)C2=CC3=C(C=C2)N=CN=C3NC4=CC(=C(C=C4)OCC5=CC(=CC=C5)F)Cl. Cell line: SF-539. Synergy scores: CSS=2.29, Synergy_ZIP=4.65, Synergy_Bliss=-0.683, Synergy_Loewe=-2.14, Synergy_HSA=-2.01.